From a dataset of Experimentally validated miRNA-target interactions with 360,000+ pairs, plus equal number of negative samples. Binary Classification. Given a miRNA mature sequence and a target amino acid sequence, predict their likelihood of interaction. (1) The miRNA is mmu-miR-1306-5p with sequence CACCACCUCCCCUGCAAACGUCC. The protein sequence of the target gene is MWTADEIAQLCYEHYGIRLPKKGKPEPNHEWTLLAAVVKIQSPADKACDTPDKPVQVTKEVVSMGTGTKCIGQSKMRKNGDILNDSHAEVIARRSFQRYLLHQLQLAATLKEDSIFVPGTQKGVWKLRRDLIFVFFSSHTPCGDASIIPMLEFEDQPCCPVFRNWAHNSSVEASSNLEAPGNERKCEDPDSPVTKKMRLEPGTAAREVTNGAAHHQSFGKQKSGPISPGIHSCDLTVEGLATVTRIAPGSAKVIDVYRTGAKCVPGEAGDSGKPGAAFHQVGLLRVKPGRGDRTRSMSCS.... Result: 0 (no interaction). (2) The miRNA is hsa-miR-548j-5p with sequence AAAAGUAAUUGCGGUCUUUGGU. The protein sequence of the target gene is MARMNRPAPVEVTYKNMRFLITHNPTNATLNKFIEELKKYGVTTIVRVCEATYDTTLVEKEGIHVLDWPFDDGAPPSNQIVDDWLSLVKIKFREEPGCCIAVHCVAGLGRAPVLVALALIEGGMKYEDAVQFIRQKRRGAFNSKQLLYLEKYRPKMRLRFKDSNGHRNNCCIQ. Result: 1 (interaction). (3) The miRNA is hsa-miR-548am-3p with sequence CAAAAACUGCAGUUACUUUUGU. The protein sequence of the target gene is MEWNGLKMIISTMEPQVSNGPTSNTSNGPSSNNRNCPSPMQTGATTDDSKTNLIVNYLPQNMTQEEFRSLFGSIGEIESCKLVRDKITGQSLGYGFVNYIDPKDAEKAINTLNGLRLQTKTIKVSYARPSSASIRDANLYVSGLPKTMTQKELEQLFSQYGRIITSRILVDQVTGVSRGVGFIRFDKRIEAEEAIKGLNGQKPSGATEPITVKFANNPSQKSSQALLSQLYQSPNRRYPGPLHHQAQRFRLDNLLNMAYGVKRLMSGPVPPSACPPRFSPITIDGMTSLVGMNIPGHTGT.... Result: 0 (no interaction).